This data is from Reaction yield outcomes from USPTO patents with 853,638 reactions. The task is: Predict the reaction yield, written as a fraction of the theoretical maximum amount of product (1.0 means a 100% yield; for example, 0.34 means a 34% yield). The reactants are [Cl:1][C:2]1[CH:7]=[CH:6][C:5]([OH:8])=[C:4]([N+:9]([O-:11])=[O:10])[CH:3]=1.[C:12]1([CH:18]2[O:20][CH:19]2[C:21]([O:23][CH2:24][CH3:25])=[O:22])[CH:17]=[CH:16][CH:15]=[CH:14][CH:13]=1.[H-].[Na+]. The catalyst is C(O)C.C(Cl)(Cl)Cl. The product is [OH:20][CH:19]([CH:18]([O:8][C:5]1[CH:6]=[CH:7][C:2]([Cl:1])=[CH:3][C:4]=1[N+:9]([O-:11])=[O:10])[C:12]1[CH:13]=[CH:14][CH:15]=[CH:16][CH:17]=1)[C:21]([O:23][CH2:24][CH3:25])=[O:22]. The yield is 0.330.